Dataset: Drug-target binding data from BindingDB using IC50 measurements. Task: Regression. Given a target protein amino acid sequence and a drug SMILES string, predict the binding affinity score between them. We predict pIC50 (pIC50 = -log10(IC50 in M); higher means more potent). Dataset: bindingdb_ic50. The drug is Cc1n[nH]c(C)c1-c1cc(C(=O)c2nc3nc(N4CCNCC4)ccc3[nH]2)ccn1. The target protein sequence is HFVALKSVRVPNGGGAGGGLPISTVREVALLRRLEAFEHPNVVRLMDVCATSRTDREIKVTLVFEHVDQDLRTYLDKAPPPGLPAETIKDLMCQFLRGLDFLHANCIVHRDLKPENILVTSSGTVKLADFGLARIYSYQMALTPVVVTLWYRAPEVLLQSTYATPVDMWSAGCIFAEMFRRKPLFCGNS. The pIC50 is 6.6.